From a dataset of NCI-60 drug combinations with 297,098 pairs across 59 cell lines. Regression. Given two drug SMILES strings and cell line genomic features, predict the synergy score measuring deviation from expected non-interaction effect. (1) Drug 1: CC12CCC(CC1=CCC3C2CCC4(C3CC=C4C5=CN=CC=C5)C)O. Drug 2: C1=NNC2=C1C(=O)NC=N2. Cell line: IGROV1. Synergy scores: CSS=14.7, Synergy_ZIP=-2.09, Synergy_Bliss=0.980, Synergy_Loewe=-1.82, Synergy_HSA=0.341. (2) Drug 1: CC12CCC3C(C1CCC2=O)CC(=C)C4=CC(=O)C=CC34C. Drug 2: CC1CCCC2(C(O2)CC(NC(=O)CC(C(C(=O)C(C1O)C)(C)C)O)C(=CC3=CSC(=N3)C)C)C. Cell line: OVCAR-8. Synergy scores: CSS=59.8, Synergy_ZIP=-0.883, Synergy_Bliss=-5.61, Synergy_Loewe=-5.06, Synergy_HSA=-5.94. (3) Drug 1: CS(=O)(=O)CCNCC1=CC=C(O1)C2=CC3=C(C=C2)N=CN=C3NC4=CC(=C(C=C4)OCC5=CC(=CC=C5)F)Cl. Drug 2: C1=NC2=C(N1)C(=S)N=CN2. Cell line: PC-3. Synergy scores: CSS=9.23, Synergy_ZIP=-8.95, Synergy_Bliss=-5.51, Synergy_Loewe=-7.22, Synergy_HSA=-3.26. (4) Drug 1: CC1=C2C(C(=O)C3(C(CC4C(C3C(C(C2(C)C)(CC1OC(=O)C(C(C5=CC=CC=C5)NC(=O)OC(C)(C)C)O)O)OC(=O)C6=CC=CC=C6)(CO4)OC(=O)C)OC)C)OC. Drug 2: CC(C)NC(=O)C1=CC=C(C=C1)CNNC.Cl. Cell line: K-562. Synergy scores: CSS=48.2, Synergy_ZIP=-0.423, Synergy_Bliss=-2.19, Synergy_Loewe=-21.1, Synergy_HSA=-2.45. (5) Drug 1: C1=CC(=CC=C1CC(C(=O)O)N)N(CCCl)CCCl.Cl. Synergy scores: CSS=-2.73, Synergy_ZIP=-0.907, Synergy_Bliss=-5.40, Synergy_Loewe=-8.63, Synergy_HSA=-8.26. Cell line: NCI/ADR-RES. Drug 2: CC1=C2C(C(=O)C3(C(CC4C(C3C(C(C2(C)C)(CC1OC(=O)C(C(C5=CC=CC=C5)NC(=O)C6=CC=CC=C6)O)O)OC(=O)C7=CC=CC=C7)(CO4)OC(=O)C)O)C)OC(=O)C. (6) Drug 1: CCC1(CC2CC(C3=C(CCN(C2)C1)C4=CC=CC=C4N3)(C5=C(C=C6C(=C5)C78CCN9C7C(C=CC9)(C(C(C8N6C=O)(C(=O)OC)O)OC(=O)C)CC)OC)C(=O)OC)O.OS(=O)(=O)O. Drug 2: COC1=C2C(=CC3=C1OC=C3)C=CC(=O)O2. Cell line: SF-295. Synergy scores: CSS=-3.01, Synergy_ZIP=0.0389, Synergy_Bliss=-2.23, Synergy_Loewe=-5.93, Synergy_HSA=-4.04. (7) Drug 1: CNC(=O)C1=CC=CC=C1SC2=CC3=C(C=C2)C(=NN3)C=CC4=CC=CC=N4. Drug 2: CC1C(C(CC(O1)OC2CC(OC(C2O)C)OC3=CC4=CC5=C(C(=O)C(C(C5)C(C(=O)C(C(C)O)O)OC)OC6CC(C(C(O6)C)O)OC7CC(C(C(O7)C)O)OC8CC(C(C(O8)C)O)(C)O)C(=C4C(=C3C)O)O)O)O. Cell line: SK-MEL-5. Synergy scores: CSS=7.58, Synergy_ZIP=28.4, Synergy_Bliss=27.5, Synergy_Loewe=19.8, Synergy_HSA=20.9. (8) Drug 1: CN1CCC(CC1)COC2=C(C=C3C(=C2)N=CN=C3NC4=C(C=C(C=C4)Br)F)OC. Drug 2: C1C(C(OC1N2C=NC(=NC2=O)N)CO)O. Cell line: A498. Synergy scores: CSS=13.5, Synergy_ZIP=-4.44, Synergy_Bliss=2.60, Synergy_Loewe=-1.33, Synergy_HSA=2.68.